Dataset: Reaction yield outcomes from USPTO patents with 853,638 reactions. Task: Predict the reaction yield, written as a fraction of the theoretical maximum amount of product (1.0 means a 100% yield; for example, 0.34 means a 34% yield). (1) The yield is 0.670. The product is [Cl:11][C:12]1[C:13]([NH:45][CH3:1])=[CH:14][C:15]2[N:19]=[C:18]([CH2:20][CH3:21])[N:17]([C:22]3[CH:27]=[CH:26][C:25]([CH2:28][CH2:29][NH:30][C:31]([NH:33][S:34]([C:37]4[CH:38]=[CH:39][C:40]([CH3:43])=[CH:41][CH:42]=4)(=[O:36])=[O:35])=[O:32])=[CH:24][CH:23]=3)[C:16]=2[CH:44]=1. The reactants are [C:1](OC(=O)C)(=O)C.C(O)=O.[Cl:11][C:12]1[C:13]([NH:45]S(C)(=O)=O)=[CH:14][C:15]2[N:19]=[C:18]([CH2:20][CH3:21])[N:17]([C:22]3[CH:27]=[CH:26][C:25]([CH2:28][CH2:29][NH:30][C:31]([NH:33][S:34]([C:37]4[CH:42]=[CH:41][C:40]([CH3:43])=[CH:39][CH:38]=4)(=[O:36])=[O:35])=[O:32])=[CH:24][CH:23]=3)[C:16]=2[CH:44]=1. The catalyst is C1COCC1. (2) The reactants are [CH3:1][C:2]1[S:3][C:4]([C:10]2[CH:15]=[CH:14][CH:13]=[CH:12][CH:11]=2)=[C:5]([C:7]([OH:9])=O)[N:6]=1.C(Cl)(=O)C(Cl)=O.CN(C=O)C.[CH3:27][C:28]1[N:32]2[CH:33]=[CH:34][CH:35]=[CH:36][C:31]2=[N:30][C:29]=1[CH2:37][C@@H:38]1[CH2:43][CH2:42][CH2:41][CH2:40][NH:39]1. The catalyst is C(Cl)Cl. The product is [CH3:27][C:28]1[N:32]2[CH:33]=[CH:34][CH:35]=[CH:36][C:31]2=[N:30][C:29]=1[CH2:37][C@@H:38]1[CH2:43][CH2:42][CH2:41][CH2:40][N:39]1[C:7]([C:5]1[N:6]=[C:2]([CH3:1])[S:3][C:4]=1[C:10]1[CH:15]=[CH:14][CH:13]=[CH:12][CH:11]=1)=[O:9]. The yield is 0.682. (3) The reactants are [C:1]1([C:11]2[CH:16]=[CH:15][CH:14]=[CH:13][CH:12]=2)[CH:6]=[CH:5][C:4]([CH2:7][C:8](O)=[O:9])=[CH:3][CH:2]=1.Cl.[CH3:18][NH:19][O:20][CH3:21].C(N(CC)CC)C.Cl.C(N=C=NCCCN(C)C)C. The catalyst is O.CN(C)C=O. The product is [CH3:18][N:19]([O:20][CH3:21])[C:8](=[O:9])[CH2:7][C:4]1[CH:5]=[CH:6][C:1]([C:11]2[CH:16]=[CH:15][CH:14]=[CH:13][CH:12]=2)=[CH:2][CH:3]=1. The yield is 0.480. (4) The reactants are [N+:1]([C:4]1[CH:16]=[C:7]2[CH2:8][N:9]([CH:12]3[CH2:15][O:14][CH2:13]3)[CH2:10][CH2:11][N:6]2[N:5]=1)([O-])=O. The catalyst is C(O)C.[Pd]. The product is [O:14]1[CH2:15][CH:12]([N:9]2[CH2:10][CH2:11][N:6]3[N:5]=[C:4]([NH2:1])[CH:16]=[C:7]3[CH2:8]2)[CH2:13]1. The yield is 0.990. (5) The product is [NH2:21][C:22]1[CH:27]=[CH:26][C:25]([S:28][C:13]2[CH:14]=[CH:15][C:10]([C:9]([NH:8][C:5]3[CH:6]=[CH:7][C:2]([Br:1])=[CH:3][CH:4]=3)=[O:20])=[CH:11][C:12]=2[N+:17]([O-:19])=[O:18])=[CH:24][CH:23]=1. The reactants are [Br:1][C:2]1[CH:7]=[CH:6][C:5]([NH:8][C:9](=[O:20])[C:10]2[CH:15]=[CH:14][C:13](Cl)=[C:12]([N+:17]([O-:19])=[O:18])[CH:11]=2)=[CH:4][CH:3]=1.[NH2:21][C:22]1[CH:27]=[CH:26][C:25]([SH:28])=[CH:24][CH:23]=1.C(=O)([O-])[O-].[Cs+].[Cs+].Cl. The catalyst is CN(C)C=O. The yield is 0.960.